Dataset: Reaction yield outcomes from USPTO patents with 853,638 reactions. Task: Predict the reaction yield, written as a fraction of the theoretical maximum amount of product (1.0 means a 100% yield; for example, 0.34 means a 34% yield). (1) The reactants are C(OC(=O)[NH:10][C:11]1[CH:16]=[CH:15][C:14]([C:17]([CH3:20])([CH3:19])[CH3:18])=[C:13]([NH:21][CH:22]=[O:23])[CH:12]=1)C1C=CC=CC=1.CO. The catalyst is [Pd].C(Cl)Cl. The product is [NH2:10][C:11]1[CH:16]=[CH:15][C:14]([C:17]([CH3:20])([CH3:19])[CH3:18])=[C:13]([NH:21][CH:22]=[O:23])[CH:12]=1. The yield is 0.960. (2) The reactants are [Cl:1][C:2]1[CH:3]=[C:4]([OH:11])[C:5](=[CH:9][CH:10]=1)[C:6]([OH:8])=[O:7].S(=O)(=O)(O)O.[C:17](OC(=O)C)(=[O:19])[CH3:18]. No catalyst specified. The product is [C:17]([O:11][C:4]1[CH:3]=[C:2]([Cl:1])[CH:10]=[CH:9][C:5]=1[C:6]([OH:8])=[O:7])(=[O:19])[CH3:18]. The yield is 0.881.